This data is from Forward reaction prediction with 1.9M reactions from USPTO patents (1976-2016). The task is: Predict the product of the given reaction. Given the reactants [CH3:1][C:2](=O)[CH2:3][CH2:4][CH2:5][CH2:6][CH3:7].[CH3:9][C:10]1[CH:11]=[CH:12][C:13]([C:16]([CH3:18])=O)=[CH:14][CH:15]=1.C(O[C:22](=[O:26])[CH2:23][C:24]#[N:25])C.[C:27]([O-])(=O)C.[NH4+:31], predict the reaction product. The product is: [CH3:1][C:2]1([C:3]2[CH:27]=[CH:7][CH:6]=[CH:5][CH:4]=2)[NH:31][C:22](=[O:26])[C:23]([C:24]#[N:25])=[C:16]([C:13]2[CH:12]=[CH:11][C:10]([CH3:9])=[CH:15][CH:14]=2)[CH2:18]1.